Dataset: Reaction yield outcomes from USPTO patents with 853,638 reactions. Task: Predict the reaction yield, written as a fraction of the theoretical maximum amount of product (1.0 means a 100% yield; for example, 0.34 means a 34% yield). The reactants are [CH:1]1[C:10]2[C:5](=[CH:6][C:7]([C:11]3[O:15][N:14]=[C:13]([NH:16][CH2:17][C@@H:18]([NH:30]C(=O)OC(C)(C)C)[CH2:19][C:20]4[CH:25]=[CH:24][C:23]([C:26]([F:29])([F:28])[F:27])=[CH:22][CH:21]=4)[CH:12]=3)=[CH:8][CH:9]=2)[CH:4]=[CH:3][N:2]=1.C(O)(C(F)(F)F)=O. The catalyst is C(Cl)Cl.CCOC(C)=O. The product is [NH2:30][C@@H:18]([CH2:19][C:20]1[CH:25]=[CH:24][C:23]([C:26]([F:27])([F:29])[F:28])=[CH:22][CH:21]=1)[CH2:17][NH:16][C:13]1[CH:12]=[C:11]([C:7]2[CH:6]=[C:5]3[C:10](=[CH:9][CH:8]=2)[CH:1]=[N:2][CH:3]=[CH:4]3)[O:15][N:14]=1. The yield is 0.600.